This data is from Full USPTO retrosynthesis dataset with 1.9M reactions from patents (1976-2016). The task is: Predict the reactants needed to synthesize the given product. (1) Given the product [Cl:11][C:6]1[N:7]=[C:8]([C:13]([O-:15])=[O:14])[S:9][C:5]=1[CH:4]1[O:12][CH2:1][CH2:2][O:3]1.[Li+:24], predict the reactants needed to synthesize it. The reactants are: [CH2:1]1[O:12][CH:4]([C:5]2[S:9][C:8](Cl)=[N:7][C:6]=2[Cl:11])[O:3][CH2:2]1.[C:13](=[O:15])=[O:14].CC(C)=O.C([Li:24])CCC.C(=O)=O. (2) Given the product [CH:12]1([CH2:11][NH:10][C:8]([C:3]2[C:2]([NH:1][C:25]([C:18]3[C:19]4[C:24](=[CH:23][CH:22]=[CH:21][CH:20]=4)[N:16]([CH3:28])[CH:17]=3)=[O:27])=[CH:7][CH:6]=[CH:5][N:4]=2)=[O:9])[CH2:15][CH2:14][CH2:13]1, predict the reactants needed to synthesize it. The reactants are: [NH2:1][C:2]1[C:3]([C:8]([NH:10][CH2:11][CH:12]2[CH2:15][CH2:14][CH2:13]2)=[O:9])=[N:4][CH:5]=[CH:6][CH:7]=1.[NH:16]1[C:24]2[C:19](=[CH:20][CH:21]=[CH:22][CH:23]=2)[C:18]([C:25]([OH:27])=O)=[CH:17]1.[C:28]([O-])(O)=O.[Na+]. (3) Given the product [N:1]1[CH:6]=[CH:5][CH:4]=[C:3]([CH2:7][CH:8]2[C:16]3[C:11](=[N:12][CH:13]=[C:14]([C:17]4[CH:22]=[C:21]([O:23][CH3:24])[C:20]([O:25][CH3:26])=[C:19]([O:27][CH3:28])[CH:18]=4)[CH:15]=3)[NH:10][C:9]2=[O:29])[CH:2]=1, predict the reactants needed to synthesize it. The reactants are: [N:1]1[CH:6]=[CH:5][CH:4]=[C:3]([CH:7]=[C:8]2[C:16]3[C:11](=[N:12][CH:13]=[C:14]([C:17]4[CH:22]=[C:21]([O:23][CH3:24])[C:20]([O:25][CH3:26])=[C:19]([O:27][CH3:28])[CH:18]=4)[CH:15]=3)[NH:10][C:9]2=[O:29])[CH:2]=1.C([O-])=O.[NH4+].